From a dataset of Reaction yield outcomes from USPTO patents with 853,638 reactions. Predict the reaction yield, written as a fraction of the theoretical maximum amount of product (1.0 means a 100% yield; for example, 0.34 means a 34% yield). (1) The reactants are BrC1C=C(NC2C=CC([N:17]3[CH2:22][CH2:21][N:20]([CH:23]4[CH2:26][O:25][CH2:24]4)[CH2:19][CH2:18]3)=CN=2)C(=O)N(C)C=1.[Br:27][C:28]1[CH:29]=[C:30]([NH:36][C:37]2[CH:45]=C3CNCCN3[N:38]=2)[C:31](=[O:35])[N:32]([CH3:34])[CH:33]=1.O1CC(=O)C1.C([BH3-])#N.[Na+]. The catalyst is CO.[Cl-].[Zn+2].[Cl-].C(Cl)Cl.C(OCC)C.CO. The product is [Br:27][C:28]1[CH:29]=[C:30]([NH:36][C:37]2[CH:45]=[C:22]3[CH2:21][N:20]([CH:23]4[CH2:24][O:25][CH2:26]4)[CH2:19][CH2:18][N:17]3[N:38]=2)[C:31](=[O:35])[N:32]([CH3:34])[CH:33]=1. The yield is 0.340. (2) The reactants are Br[C:2]1[C:3]([F:27])=[CH:4][C:5]2[O:11][CH2:10][CH2:9][N:8]3[C:12]([CH:18]([OH:25])[C:19]4[S:23][CH:22]=[N:21][C:20]=4[CH3:24])=[C:13]([C:15]([NH2:17])=[O:16])[N:14]=[C:7]3[C:6]=2[CH:26]=1.[CH3:28][C:29]([OH:33])([CH3:32])[C:30]#[CH:31]. No catalyst specified. The product is [F:27][C:3]1[C:2]([C:31]#[C:30][C:29]([OH:33])([CH3:32])[CH3:28])=[CH:26][C:6]2[C:7]3[N:8]([C:12]([CH:18]([OH:25])[C:19]4[S:23][CH:22]=[N:21][C:20]=4[CH3:24])=[C:13]([C:15]([NH2:17])=[O:16])[N:14]=3)[CH2:9][CH2:10][O:11][C:5]=2[CH:4]=1. The yield is 0.180. (3) The reactants are [F:1][C:2]1[CH:7]=[CH:6][CH:5]=[CH:4][C:3]=1[N:8]1[C:16]2[C:11](=[C:12]([N:17]3[CH2:24][C@@H:23]4[C@@H:19]([NH:20][CH2:21][CH2:22]4)[C:18]3=[O:25])[CH:13]=[CH:14][CH:15]=2)[CH:10]=[N:9]1.[C:26](OC(=O)C)(=[O:28])[CH3:27]. No catalyst specified. The product is [C:26]([N:20]1[CH2:21][CH2:22][C@@H:23]2[CH2:24][N:17]([C:12]3[CH:13]=[CH:14][CH:15]=[C:16]4[C:11]=3[CH:10]=[N:9][N:8]4[C:3]3[CH:4]=[CH:5][CH:6]=[CH:7][C:2]=3[F:1])[C:18](=[O:25])[C@H:19]12)(=[O:28])[CH3:27]. The yield is 0.290.